From a dataset of Catalyst prediction with 721,799 reactions and 888 catalyst types from USPTO. Predict which catalyst facilitates the given reaction. (1) Product: [Cl:1][C:2]1[CH:3]=[C:4]([CH:18]=[C:19]([S:23][CH3:24])[C:20]=1[OH:21])[C:5]([N:7]1[C:11]2[CH:12]=[CH:13][CH:14]=[CH:15][C:10]=2[S:9](=[O:17])(=[O:16])[CH2:8]1)=[O:6]. Reactant: [Cl:1][C:2]1[CH:3]=[C:4]([CH:18]=[C:19]([S:23][CH3:24])[C:20]=1[O:21]C)[C:5]([N:7]1[C:11]2[CH:12]=[CH:13][CH:14]=[CH:15][C:10]=2[S:9](=[O:17])(=[O:16])[CH2:8]1)=[O:6].[Cl-].[Li+].Cl. The catalyst class is: 9. (2) Reactant: [CH:1]1([NH:5][C:6]([C:8]2[CH:13]=[CH:12][C:11]([C:14]3[CH:19]=[CH:18][C:17]([CH2:20][C@H:21]([NH:35][C:36]([C@H:38]4[CH2:43][CH2:42][C@H:41]([CH2:44][NH:45]C(=O)OC(C)(C)C)[CH2:40][CH2:39]4)=[O:37])[C:22](=[O:34])[NH:23][C:24]4[CH:32]=[C:31]5[C:27]([C:28](=[O:33])[NH:29][NH:30]5)=[CH:26][CH:25]=4)=[CH:16][CH:15]=3)=[C:10]([CH3:53])[CH:9]=2)=[O:7])[CH2:4][CH2:3][CH2:2]1.[ClH:54]. Product: [ClH:54].[NH2:45][CH2:44][C@H:41]1[CH2:42][CH2:43][C@H:38]([C:36]([NH:35][C@H:21]([C:22](=[O:34])[NH:23][C:24]2[CH:32]=[C:31]3[C:27]([C:28](=[O:33])[NH:29][NH:30]3)=[CH:26][CH:25]=2)[CH2:20][C:17]2[CH:16]=[CH:15][C:14]([C:11]3[CH:12]=[CH:13][C:8]([C:6]([NH:5][CH:1]4[CH2:2][CH2:3][CH2:4]4)=[O:7])=[CH:9][C:10]=3[CH3:53])=[CH:19][CH:18]=2)=[O:37])[CH2:39][CH2:40]1. The catalyst class is: 12. (3) Reactant: C1(P([N:15]=[N+]=[N-])(C2C=CC=CC=2)=O)C=CC=CC=1.[Br:18][C:19]1[CH:20]=[CH:21][C:22]([O:35][CH2:36][C:37]2[CH:42]=[CH:41][CH:40]=[CH:39][CH:38]=2)=[C:23]([CH2:25][N:26]2[C:30]([CH3:31])=[CH:29][C:28](C(O)=O)=[N:27]2)[CH:24]=1.[CH3:43][C:44]([O:47][CH:48]([N:50]1[CH2:55][CH2:54][CH:53]([CH2:56][OH:57])[CH2:52][CH2:51]1)[OH:49])([CH3:46])[CH3:45].CCO[C:61](C)=[O:62]. Product: [Br:18][C:19]1[CH:20]=[CH:21][C:22]([O:35][CH2:36][C:37]2[CH:38]=[CH:39][CH:40]=[CH:41][CH:42]=2)=[C:23]([CH2:25][N:26]2[C:30]([CH3:31])=[CH:29][C:28]([NH:15][C:61]([O:57][CH2:56][CH:53]3[CH2:52][CH2:51][N:50]([C:48]([O:47][C:44]([CH3:43])([CH3:45])[CH3:46])=[O:49])[CH2:55][CH2:54]3)=[O:62])=[N:27]2)[CH:24]=1. The catalyst class is: 11. (4) Reactant: [CH3:1][O:2][C:3]1[CH:12]=[C:11]2[C:6]([C:7]([NH:29][C:30]3[CH:31]=[C:32]4[C:36](=[CH:37][CH:38]=3)[N:35](C(OC(C)(C)C)=O)[N:34]=[CH:33]4)=[N:8][C:9]([C:13]3[CH:18]=[CH:17][CH:16]=[C:15]([NH:19][C:20](=[O:28])[CH2:21][N:22]4[CH2:27][CH2:26][O:25][CH2:24][CH2:23]4)[CH:14]=3)=[N:10]2)=[CH:5][C:4]=1[O:46][CH2:47][CH2:48][O:49][CH3:50].[C:51]([OH:57])([C:53]([F:56])([F:55])[F:54])=[O:52]. Product: [F:54][C:53]([F:56])([F:55])[C:51]([OH:57])=[O:52].[NH:35]1[C:36]2[C:32](=[CH:31][C:30]([NH:29][C:7]3[C:6]4[C:11](=[CH:12][C:3]([O:2][CH3:1])=[C:4]([O:46][CH2:47][CH2:48][O:49][CH3:50])[CH:5]=4)[N:10]=[C:9]([C:13]4[CH:14]=[C:15]([NH:19][C:20](=[O:28])[CH2:21][N:22]5[CH2:23][CH2:24][O:25][CH2:26][CH2:27]5)[CH:16]=[CH:17][CH:18]=4)[N:8]=3)=[CH:38][CH:37]=2)[CH:33]=[N:34]1. The catalyst class is: 2. (5) Reactant: [F:1][C:2]1[CH:3]=[C:4]([C:12]2[C:13]3[CH:20]([CH2:21][C:22](O)=[O:23])[CH2:19][CH2:18][C:14]=3[CH:15]=[N:16][CH:17]=2)[CH:5]=[CH:6][C:7]=1[C:8]([F:11])([F:10])[F:9].FC1C=C(C2C3CCC(CC(O)=O)C=3[CH:39]=[N:40]C=2)C=CC=1C(F)(F)F.C(N(CC)C(C)C)(C)C.CN(C(ON1N=NC2C=CC=NC1=2)=[N+](C)C)C.F[P-](F)(F)(F)(F)F.CN. Product: [F:1][C:2]1[CH:3]=[C:4]([C:12]2[C:13]3[CH:20]([CH2:21][C:22]([NH:40][CH3:39])=[O:23])[CH2:19][CH2:18][C:14]=3[CH:15]=[N:16][CH:17]=2)[CH:5]=[CH:6][C:7]=1[C:8]([F:11])([F:9])[F:10]. The catalyst class is: 3. (6) Reactant: [C:1]([Si:5]([O:8][C:9]1[CH:14]=[C:13](I)[C:12]([Cl:16])=[CH:11][C:10]=1[Cl:17])([CH3:7])[CH3:6])([CH3:4])([CH3:3])[CH3:2].C(=O)=O.CC(C)=O.[CH:25]([O:28][B:29](OC(C)C)[O:30][CH:31](C)C)(C)C.C([Li])[CH2:39][CH2:40][CH3:41]. Product: [Si:5]([O:8][C:9]1[C:10]([Cl:17])=[CH:11][C:12]([Cl:16])=[C:13]([B:29]2[O:30][CH2:31][C:40]([CH3:39])([CH3:41])[CH2:25][O:28]2)[CH:14]=1)([C:1]([CH3:4])([CH3:3])[CH3:2])([CH3:7])[CH3:6]. The catalyst class is: 207. (7) Reactant: [CH3:1][NH:2][CH:3]1[CH2:8][CH2:7][CH:6]([NH:9][C:10]2[C:21]3[C:20]4[CH2:19][CH2:18][CH2:17][C:16]=4[S:15][C:14]=3[N:13]=[CH:12][N:11]=2)[CH2:5][CH2:4]1.[CH3:22][CH:23]([CH3:26])[CH:24]=O.[BH3-]C#N.[Na+]. Product: [CH3:1][N:2]([CH2:22][CH:23]([CH3:26])[CH3:24])[CH:3]1[CH2:8][CH2:7][CH:6]([NH:9][C:10]2[C:21]3[C:20]4[CH2:19][CH2:18][CH2:17][C:16]=4[S:15][C:14]=3[N:13]=[CH:12][N:11]=2)[CH2:5][CH2:4]1. The catalyst class is: 191.